Dataset: Reaction yield outcomes from USPTO patents with 853,638 reactions. Task: Predict the reaction yield, written as a fraction of the theoretical maximum amount of product (1.0 means a 100% yield; for example, 0.34 means a 34% yield). (1) The reactants are [C:1]([C:3]1[CH:4]=[CH:5][C:6]([O:34][CH3:35])=[C:7]([C:9]2[N:13](CCOC[Si](C)(C)C)[N:12]=[CH:11][C:10]=2[NH:22][C:23]([C:25]2[CH:26]=[N:27][N:28]3[CH:33]=[CH:32][CH:31]=[N:30][C:29]=23)=[O:24])[CH:8]=1)#[N:2].Cl. The catalyst is C(O)C.O. The product is [C:1]([C:3]1[CH:4]=[CH:5][C:6]([O:34][CH3:35])=[C:7]([C:9]2[NH:13][N:12]=[CH:11][C:10]=2[NH:22][C:23]([C:25]2[CH:26]=[N:27][N:28]3[CH:33]=[CH:32][CH:31]=[N:30][C:29]=23)=[O:24])[CH:8]=1)#[N:2]. The yield is 0.720. (2) The reactants are [Cl:1][C:2]1[N:7]=[C:6]([C:8]([OH:10])=[O:9])[CH:5]=[CH:4][CH:3]=1.C(Cl)(=O)C(Cl)=O.CN(C=O)C.[CH3:22][C:23]([CH3:26])([O-])[CH3:24].[K+]. The catalyst is C(Cl)Cl. The product is [Cl:1][C:2]1[N:7]=[C:6]([C:8]([O:10][C:23]([CH3:26])([CH3:24])[CH3:22])=[O:9])[CH:5]=[CH:4][CH:3]=1. The yield is 0.460. (3) The reactants are O=[C:2]1[CH2:7][CH2:6][N:5]([C:8]([O:10][CH2:11][C:12]2[CH:17]=[CH:16][CH:15]=[CH:14][CH:13]=2)=[O:9])[CH2:4][CH2:3]1.C[C:19](P(OC)(O)=O)([C:21]([O-:23])=[O:22])C.[CH3:29]CN(C(C)C)C(C)C. The catalyst is C1(C)C=CC=CC=1. The product is [CH3:29][O:23][C:21](=[O:22])[CH:19]=[C:2]1[CH2:7][CH2:6][N:5]([C:8]([O:10][CH2:11][C:12]2[CH:17]=[CH:16][CH:15]=[CH:14][CH:13]=2)=[O:9])[CH2:4][CH2:3]1. The yield is 0.860. (4) The reactants are [O:1]=[C:2]([N:13]1[CH2:17][CH2:16][CH2:15][CH2:14]1)[CH2:3][N:4]1[CH2:7][C:6]2([CH2:11][CH2:10][CH2:9][NH:8]2)[C:5]1=[O:12].[CH3:18][O:19][C:20]1[CH:25]=[CH:24][C:23]([NH:26][C:27]([C@H:29]2[C@H:31]([CH3:32])[O:30]2)=[O:28])=[CH:22][CH:21]=1. The catalyst is CCO. The product is [OH:30][C@@H:31]([CH3:32])[C@@H:29]([N:8]1[CH2:9][CH2:10][CH2:11][C:6]21[C:5](=[O:12])[N:4]([CH2:3][C:2](=[O:1])[N:13]1[CH2:17][CH2:16][CH2:15][CH2:14]1)[CH2:7]2)[C:27]([NH:26][C:23]1[CH:24]=[CH:25][C:20]([O:19][CH3:18])=[CH:21][CH:22]=1)=[O:28]. The yield is 0.0500.